From a dataset of Full USPTO retrosynthesis dataset with 1.9M reactions from patents (1976-2016). Predict the reactants needed to synthesize the given product. (1) Given the product [O:21]1[C:17]2[CH:16]=[CH:15][C:14]([C:11]3([C:9]([NH:8][C:6]4[N:7]=[C:2]([C:29]5[CH:30]=[N:31][C:26]([O:25][CH3:24])=[CH:27][CH:28]=5)[C:3]([CH3:23])=[CH:4][CH:5]=4)=[O:10])[CH2:13][CH2:12]3)=[CH:22][C:18]=2[CH2:19][CH2:20]1, predict the reactants needed to synthesize it. The reactants are: Cl[C:2]1[N:7]=[C:6]([NH:8][C:9]([C:11]2([C:14]3[CH:15]=[CH:16][C:17]4[O:21][CH2:20][CH2:19][C:18]=4[CH:22]=3)[CH2:13][CH2:12]2)=[O:10])[CH:5]=[CH:4][C:3]=1[CH3:23].[CH3:24][O:25][C:26]1[N:31]=[CH:30][C:29](B(O)O)=[CH:28][CH:27]=1.C(=O)([O-])[O-].[Na+].[Na+]. (2) Given the product [ClH:1].[F:2][C:3]1[CH:4]=[C:5]([N:13]2[C:17](=[O:18])[CH2:16][C:15]3([CH2:23][CH2:22][N:21]([CH2:36][C@H:34]([OH:35])[C:33]4[CH:32]=[CH:31][C:30]5[C:29](=[O:37])[O:28][CH2:27][C:26]=5[C:25]=4[CH3:24])[CH2:20][CH2:19]3)[CH2:14]2)[CH:6]=[CH:7][C:8]=1[S:9]([CH3:12])(=[O:10])=[O:11], predict the reactants needed to synthesize it. The reactants are: [ClH:1].[F:2][C:3]1[CH:4]=[C:5]([N:13]2[C:17](=[O:18])[CH2:16][C:15]3([CH2:23][CH2:22][NH:21][CH2:20][CH2:19]3)[CH2:14]2)[CH:6]=[CH:7][C:8]=1[S:9]([CH3:12])(=[O:11])=[O:10].[CH3:24][C:25]1[C:33]([C@@H:34]2[CH2:36][O:35]2)=[CH:32][CH:31]=[C:30]2[C:26]=1[CH2:27][O:28][C:29]2=[O:37]. (3) Given the product [CH3:30][C:31]([C:34]1[CH:38]=[CH:37][N:36]([CH:14]2[S:18][CH2:17][N:16]([C:19]3[CH:24]=[CH:23][CH:22]=[C:21]([C:25]([F:28])([F:27])[F:26])[CH:20]=3)[C:15]2=[O:29])[N:35]=1)([CH3:33])[CH3:32], predict the reactants needed to synthesize it. The reactants are: N(C(OCC)=O)=NC(OCC)=O.O[CH:14]1[S:18][CH2:17][N:16]([C:19]2[CH:24]=[CH:23][CH:22]=[C:21]([C:25]([F:28])([F:27])[F:26])[CH:20]=2)[C:15]1=[O:29].[CH3:30][C:31]([C:34]1[CH:38]=[CH:37][NH:36][N:35]=1)([CH3:33])[CH3:32].C1(P(C2C=CC=CC=2)C2C=CC=CC=2)C=CC=CC=1. (4) Given the product [Br:16][CH2:17][CH2:18][O:1][C:2]1[CH:9]=[CH:8][C:5]([CH:6]=[O:7])=[CH:4][CH:3]=1, predict the reactants needed to synthesize it. The reactants are: [OH:1][C:2]1[CH:9]=[CH:8][C:5]([CH:6]=[O:7])=[CH:4][CH:3]=1.C(=O)([O-])[O-].[K+].[K+].[Br:16][CH2:17][CH2:18]Br. (5) Given the product [CH2:1]([O:8][C:9]([N:11]1[CH2:12][CH2:13][C:14]([C:17](=[O:18])[N:31]([CH2:32][C:33]2[CH:38]=[CH:37][CH:36]=[CH:35][CH:34]=2)[CH3:30])([C:20]2[CH:21]=[CH:22][CH:23]=[CH:24][CH:25]=2)[CH2:15][CH2:16]1)=[O:10])[C:2]1[CH:3]=[CH:4][CH:5]=[CH:6][CH:7]=1, predict the reactants needed to synthesize it. The reactants are: [CH2:1]([O:8][C:9]([N:11]1[CH2:16][CH2:15][C:14]([C:20]2[CH:25]=[CH:24][CH:23]=[CH:22][CH:21]=2)([C:17](O)=[O:18])[CH2:13][CH2:12]1)=[O:10])[C:2]1[CH:7]=[CH:6][CH:5]=[CH:4][CH:3]=1.O=S(Cl)Cl.[CH3:30][NH:31][CH2:32][C:33]1[CH:38]=[CH:37][CH:36]=[CH:35][CH:34]=1.CCN(C(C)C)C(C)C. (6) Given the product [ClH:34].[F:23][C:24]1[CH:29]=[C:28]([F:30])[CH:27]=[CH:26][C:25]=1[S:31]([N:18]1[C:19]2[C:15](=[C:14]([N:11]3[CH2:10][CH2:9][NH:8][CH2:13][CH2:12]3)[CH:22]=[CH:21][CH:20]=2)[CH:16]=[CH:17]1)(=[O:33])=[O:32], predict the reactants needed to synthesize it. The reactants are: C([N:8]1[CH2:13][CH2:12][N:11]([C:14]2[CH:22]=[CH:21][CH:20]=[C:19]3[C:15]=2[CH:16]=[CH:17][NH:18]3)[CH2:10][CH2:9]1)(OC(C)(C)C)=O.[F:23][C:24]1[CH:29]=[C:28]([F:30])[CH:27]=[CH:26][C:25]=1[S:31]([Cl:34])(=[O:33])=[O:32]. (7) Given the product [Cl:1][C:2]1[N:7]=[C:6]([Cl:8])[C:5]([C:9]([C:11]2[C:19]3[O:18][CH:17]=[CH:16][C:15]=3[CH:14]=[C:13]([F:20])[CH:12]=2)=[O:10])=[CH:4][N:3]=1, predict the reactants needed to synthesize it. The reactants are: [Cl:1][C:2]1[N:7]=[C:6]([Cl:8])[C:5]([CH:9]([C:11]2[C:19]3[O:18][CH:17]=[CH:16][C:15]=3[CH:14]=[C:13]([F:20])[CH:12]=2)[OH:10])=[CH:4][N:3]=1. (8) Given the product [CH3:1][O:2][C:3]1[CH:12]=[CH:11][CH:10]=[C:9]2[C:4]=1[C:5]1[CH:30]=[CH:29][C:28]([NH:31][S:32]([CH3:35])(=[O:34])=[O:33])=[CH:27][C:6]=1[CH:7]([C:13]1[CH:14]=[C:15]([CH2:19][CH2:20][CH2:21][C:22]([OH:24])=[O:23])[CH:16]=[CH:17][CH:18]=1)[O:8]2, predict the reactants needed to synthesize it. The reactants are: [CH3:1][O:2][C:3]1[CH:12]=[CH:11][CH:10]=[C:9]2[C:4]=1[C:5]1[CH:30]=[CH:29][C:28]([NH:31][S:32]([CH3:35])(=[O:34])=[O:33])=[CH:27][C:6]=1[CH:7]([C:13]1[CH:14]=[C:15]([CH2:19][CH2:20][CH2:21][C:22]([O:24]CC)=[O:23])[CH:16]=[CH:17][CH:18]=1)[O:8]2.[OH-].[Na+].